Dataset: Kir2.1 potassium channel HTS with 301,493 compounds. Task: Binary Classification. Given a drug SMILES string, predict its activity (active/inactive) in a high-throughput screening assay against a specified biological target. The drug is S=C(NCc1ccccc1)NC(=O)c1c(F)cccc1. The result is 0 (inactive).